This data is from NCI-60 drug combinations with 297,098 pairs across 59 cell lines. The task is: Regression. Given two drug SMILES strings and cell line genomic features, predict the synergy score measuring deviation from expected non-interaction effect. (1) Drug 1: C1=CC(=CC=C1CCC2=CNC3=C2C(=O)NC(=N3)N)C(=O)NC(CCC(=O)O)C(=O)O. Drug 2: CC1=C2C(C(=O)C3(C(CC4C(C3C(C(C2(C)C)(CC1OC(=O)C(C(C5=CC=CC=C5)NC(=O)OC(C)(C)C)O)O)OC(=O)C6=CC=CC=C6)(CO4)OC(=O)C)O)C)O. Cell line: HT29. Synergy scores: CSS=51.3, Synergy_ZIP=0.579, Synergy_Bliss=0.225, Synergy_Loewe=-0.642, Synergy_HSA=2.66. (2) Drug 1: CCCCCOC(=O)NC1=NC(=O)N(C=C1F)C2C(C(C(O2)C)O)O. Drug 2: C1=CC=C(C=C1)NC(=O)CCCCCCC(=O)NO. Cell line: U251. Synergy scores: CSS=2.96, Synergy_ZIP=-3.62, Synergy_Bliss=-0.989, Synergy_Loewe=-18.5, Synergy_HSA=-4.65. (3) Drug 1: CN(C)N=NC1=C(NC=N1)C(=O)N. Drug 2: CC(C)NC(=O)C1=CC=C(C=C1)CNNC.Cl. Cell line: SK-MEL-28. Synergy scores: CSS=-2.56, Synergy_ZIP=3.46, Synergy_Bliss=5.96, Synergy_Loewe=-0.827, Synergy_HSA=-0.446. (4) Drug 1: CC1OCC2C(O1)C(C(C(O2)OC3C4COC(=O)C4C(C5=CC6=C(C=C35)OCO6)C7=CC(=C(C(=C7)OC)O)OC)O)O. Drug 2: CN(C(=O)NC(C=O)C(C(C(CO)O)O)O)N=O. Cell line: MDA-MB-231. Synergy scores: CSS=22.6, Synergy_ZIP=-4.24, Synergy_Bliss=-2.10, Synergy_Loewe=0.541, Synergy_HSA=1.26. (5) Drug 1: COC1=C(C=C2C(=C1)N=CN=C2NC3=CC(=C(C=C3)F)Cl)OCCCN4CCOCC4. Drug 2: CCCCC(=O)OCC(=O)C1(CC(C2=C(C1)C(=C3C(=C2O)C(=O)C4=C(C3=O)C=CC=C4OC)O)OC5CC(C(C(O5)C)O)NC(=O)C(F)(F)F)O. Cell line: HT29. Synergy scores: CSS=24.6, Synergy_ZIP=-8.85, Synergy_Bliss=-2.18, Synergy_Loewe=-3.07, Synergy_HSA=-3.87. (6) Drug 1: COC1=C(C=C2C(=C1)N=CN=C2NC3=CC(=C(C=C3)F)Cl)OCCCN4CCOCC4. Drug 2: CC1C(C(CC(O1)OC2CC(CC3=C2C(=C4C(=C3O)C(=O)C5=CC=CC=C5C4=O)O)(C(=O)C)O)N)O. Cell line: UACC62. Synergy scores: CSS=59.6, Synergy_ZIP=-2.67, Synergy_Bliss=-1.53, Synergy_Loewe=-22.4, Synergy_HSA=-0.0898. (7) Drug 1: C(=O)(N)NO. Drug 2: CC1CCCC2(C(O2)CC(NC(=O)CC(C(C(=O)C(C1O)C)(C)C)O)C(=CC3=CSC(=N3)C)C)C. Cell line: K-562. Synergy scores: CSS=45.5, Synergy_ZIP=1.13, Synergy_Bliss=-0.173, Synergy_Loewe=-33.5, Synergy_HSA=-0.158.